This data is from Reaction yield outcomes from USPTO patents with 853,638 reactions. The task is: Predict the reaction yield, written as a fraction of the theoretical maximum amount of product (1.0 means a 100% yield; for example, 0.34 means a 34% yield). The reactants are Cl.[NH2:2][OH:3].CC(O)=O.[Cl:8][C:9]1[C:14]([CH:15]=O)=[C:13]([Cl:17])[N:12]=[C:11]([S:18][CH3:19])[N:10]=1. The product is [Cl:8][C:9]1[C:14]([CH:15]=[N:2][OH:3])=[C:13]([Cl:17])[N:12]=[C:11]([S:18][CH3:19])[N:10]=1. The catalyst is CCO. The yield is 0.800.